Dataset: Forward reaction prediction with 1.9M reactions from USPTO patents (1976-2016). Task: Predict the product of the given reaction. (1) Given the reactants [C:1](#[N:3])[CH3:2].[CH2:4]([Li])[CH2:5][CH2:6][CH3:7].C([O:16][C:17]([N:19]([CH2:29][C:30]1[CH:31]=[C:32]([CH:37]=[CH:38][CH:39]=1)[C:33]([O:35]C)=O)[CH2:20][C:21]1[CH:26]=[CH:25][C:24]([O:27][CH3:28])=[CH:23][CH:22]=1)=[O:18])C1C=CC=CC=1.O1C[CH2:43][CH2:42][CH2:41]1, predict the reaction product. The product is: [CH2:4]([O:16][C:17](=[O:18])[N:19]([CH2:29][C:30]1[CH:39]=[CH:38][CH:37]=[C:32]([C:33](=[O:35])[CH2:2][C:1]#[N:3])[CH:31]=1)[CH2:20][C:21]1[CH:26]=[CH:25][C:24]([O:27][CH3:28])=[CH:23][CH:22]=1)[C:5]1[CH:43]=[CH:42][CH:41]=[CH:7][CH:6]=1. (2) Given the reactants [O:1]=[C:2]1[C:11]2[C:6](=[N:7][CH:8]=[N:9][CH:10]=2)[N:5]=[C:4]([CH2:12][N:13]2C(=O)C3C(=CC=CC=3)C2=O)[NH:3]1.O.NN, predict the reaction product. The product is: [NH2:13][CH2:12][C:4]1[NH:3][C:2](=[O:1])[C:11]2[C:6]([N:5]=1)=[N:7][CH:8]=[N:9][CH:10]=2. (3) Given the reactants [Cl:1][C:2]1[CH:7]=[C:6]([Cl:8])[CH:5]=[CH:4][C:3]=1[CH:9]=[CH:10][CH:11]=[CH:12][C:13](Cl)=[O:14].CCN(CC)CC.[Cl:23][C:24]1[CH:29]=[CH:28][C:27]([CH:30]=[CH:31][CH2:32][NH2:33])=[CH:26][CH:25]=1.CO, predict the reaction product. The product is: [Cl:23][C:24]1[CH:25]=[CH:26][C:27]([CH:30]=[CH:31][CH2:32][NH:33][C:13](=[O:14])[CH:12]=[CH:11][CH:10]=[CH:9][C:3]2[CH:4]=[CH:5][C:6]([Cl:8])=[CH:7][C:2]=2[Cl:1])=[CH:28][CH:29]=1. (4) Given the reactants [C:1]([CH2:3][C:4]1[C:5]([C:10]#[N:11])=[N:6][CH:7]=[CH:8][CH:9]=1)#[N:2].[O-:12][CH2:13][CH3:14].[Na+], predict the reaction product. The product is: [CH2:13]([O:12][C:1]1[CH:3]=[C:4]2[C:5](=[C:10]([NH2:11])[N:2]=1)[N:6]=[CH:7][CH:8]=[CH:9]2)[CH3:14]. (5) Given the reactants C(OC(=O)[NH:7][C@H:8]([C:22]1[CH:27]=[CH:26][CH:25]=[CH:24][CH:23]=1)[C:9]([NH:11][C:12]1[CH:13]=[C:14]2[C:19](=[CH:20][CH:21]=1)[CH:18]=[N:17][CH:16]=[CH:15]2)=[O:10])(C)(C)C.[ClH:29], predict the reaction product. The product is: [ClH:29].[ClH:29].[NH2:7][C@H:8]([C:22]1[CH:27]=[CH:26][CH:25]=[CH:24][CH:23]=1)[C:9]([NH:11][C:12]1[CH:13]=[C:14]2[C:19](=[CH:20][CH:21]=1)[CH:18]=[N:17][CH:16]=[CH:15]2)=[O:10]. (6) Given the reactants Cl.O1CCOCC1.[N:8]1[CH:13]=[CH:12][CH:11]=[CH:10][C:9]=1[CH2:14][N:15]1[C:23]2[C:18](=[CH:19][C:20]([NH2:24])=[CH:21][CH:22]=2)[CH:17]=[N:16]1.Cl[C:26]1[C:35]2[C:30](=[CH:31][CH:32]=[CH:33][C:34]=2[F:36])[N:29]=[CH:28][N:27]=1, predict the reaction product. The product is: [F:36][C:34]1[CH:33]=[CH:32][CH:31]=[C:30]2[C:35]=1[C:26]([NH:24][C:20]1[CH:19]=[C:18]3[C:23](=[CH:22][CH:21]=1)[N:15]([CH2:14][C:9]1[CH:10]=[CH:11][CH:12]=[CH:13][N:8]=1)[N:16]=[CH:17]3)=[N:27][CH:28]=[N:29]2. (7) Given the reactants [CH3:1][C:2]1([CH:5]=[CH2:6])[CH2:4][O:3]1.N1C=CN=C1.[Si:12](Cl)([C:15]([CH3:18])([CH3:17])[CH3:16])([CH3:14])[CH3:13].C(Cl)[Cl:21], predict the reaction product. The product is: [C:15]([Si:12]([O:3][CH2:4]/[C:2](/[CH3:1])=[CH:5]/[CH2:6][Cl:21])([CH3:14])[CH3:13])([CH3:18])([CH3:17])[CH3:16]. (8) Given the reactants [OH:1][C:2]1[CH:9]=[CH:8][C:5]([CH:6]=O)=[CH:4][C:3]=1[N+:10]([O-:12])=[O:11].[Cl-].CC1[C:24]2[C:19](=[CH:20][C:21]([O:27][CH3:28])=[C:22]([O:25][CH3:26])[CH:23]=2)[CH2:18][CH2:17][N+:16]=1CC1C=CC=CC=1[N+]([O-])=O, predict the reaction product. The product is: [OH:1][C:2]1[CH:9]=[CH:8][C:5]([CH2:6][NH:16][CH2:17][CH2:18][C:19]2[CH:24]=[CH:23][C:22]([O:25][CH3:26])=[C:21]([O:27][CH3:28])[CH:20]=2)=[CH:4][C:3]=1[N+:10]([O-:12])=[O:11].